Dataset: Full USPTO retrosynthesis dataset with 1.9M reactions from patents (1976-2016). Task: Predict the reactants needed to synthesize the given product. (1) The reactants are: [F:1][C:2]1[CH:3]=[CH:4][C:5]([OH:27])=[C:6]([C@H:8]2[CH2:12][CH2:11][CH2:10][N:9]2[C:13]2[CH:18]=[CH:17][N:16]3[N:19]=[CH:20][C:21]([C:22]([O:24][CH2:25][CH3:26])=[O:23])=[C:15]3[N:14]=2)[CH:7]=1.Br[CH2:29][CH2:30][CH2:31][N:32]1[C:40](=[O:41])[C:39]2[C:34](=[CH:35][CH:36]=[CH:37][CH:38]=2)[C:33]1=[O:42].C([O-])([O-])=O.[K+].[K+]. Given the product [O:42]=[C:33]1[C:34]2[C:39](=[CH:38][CH:37]=[CH:36][CH:35]=2)[C:40](=[O:41])[N:32]1[CH2:31][CH2:30][CH2:29][O:27][C:5]1[CH:4]=[CH:3][C:2]([F:1])=[CH:7][C:6]=1[C@H:8]1[CH2:12][CH2:11][CH2:10][N:9]1[C:13]1[CH:18]=[CH:17][N:16]2[N:19]=[CH:20][C:21]([C:22]([O:24][CH2:25][CH3:26])=[O:23])=[C:15]2[N:14]=1, predict the reactants needed to synthesize it. (2) Given the product [NH2:20][C:18]([NH:17][C:10]1[CH:9]=[C:8]([C:5]2[CH:4]=[CH:3][C:2]([Cl:1])=[CH:7][CH:6]=2)[S:12][C:11]=1[C:13]([O:15][CH3:16])=[O:14])=[O:19], predict the reactants needed to synthesize it. The reactants are: [Cl:1][C:2]1[CH:7]=[CH:6][C:5]([C:8]2[S:12][C:11]([C:13]([O:15][CH3:16])=[O:14])=[C:10]([NH:17][C:18]([NH:20]C(=O)C(Cl)(Cl)Cl)=[O:19])[CH:9]=2)=[CH:4][CH:3]=1.N. (3) Given the product [Cl:1][C:2]1[N:3]=[C:4]([CH3:11])[C:5]([F:9])=[C:6]([CH3:8])[N:7]=1, predict the reactants needed to synthesize it. The reactants are: [Cl:1][C:2]1[N:7]=[C:6]([CH3:8])[C:5]([F:9])=[CH:4][N:3]=1.Cl[C:11]1N=C(Cl)C(F)=CN=1. (4) Given the product [OH:14][C:15]1([C:11]2[CH:22]=[CH:21][CH:20]=[CH:12][C:2]=2[C:3]([C:5]2[CH:10]=[CH:9][CH:8]=[CH:7][C:6]=2[C:15]2([OH:14])[CH2:44][CH2:43][CH2:42][CH2:41][CH2:16]2)=[O:4])[CH2:44][CH2:43][CH2:42][CH2:41][CH2:16]1.[CH3:13][O:14][C:15]1[CH:44]=[CH:43][CH:42]=[C:41]([O:45][CH3:46])[C:16]=1[C:17]([P:19](=[O:40])([C:28](=[O:39])[C:29]1[C:30]([O:37][CH3:38])=[CH:31][CH:32]=[CH:33][C:34]=1[O:35][CH3:36])[CH2:20][CH:21]([CH3:27])[CH2:22][C:23]([CH3:26])([CH3:25])[CH3:24])=[O:18], predict the reactants needed to synthesize it. The reactants are: O[C:2]([CH3:12])([CH3:11])[C:3]([C:5]1[CH:10]=[CH:9][CH:8]=[CH:7][CH:6]=1)=[O:4].[CH3:13][O:14][C:15]1[CH:44]=[CH:43][CH:42]=[C:41]([O:45][CH3:46])[C:16]=1[C:17]([P:19](=[O:40])([C:28](=[O:39])[C:29]1[C:34]([O:35][CH3:36])=[CH:33][CH:32]=[CH:31][C:30]=1[O:37][CH3:38])[CH2:20][CH:21]([CH3:27])[CH2:22][C:23]([CH3:26])([CH3:25])[CH3:24])=[O:18]. (5) Given the product [Cl:22][C:18]1[C:19]([CH3:21])=[CH:20][C:15]([O:14][CH2:13][CH2:12][CH2:11][C:7]2[C:6]3[C:10](=[C:2]([B:24]4[O:28][C:27]([CH3:30])([CH3:29])[C:26]([CH3:32])([CH3:31])[O:25]4)[CH:3]=[CH:4][CH:5]=3)[NH:9][CH:8]=2)=[CH:16][C:17]=1[CH3:23], predict the reactants needed to synthesize it. The reactants are: Br[C:2]1[CH:3]=[CH:4][CH:5]=[C:6]2[C:10]=1[NH:9][CH:8]=[C:7]2[CH2:11][CH2:12][CH2:13][O:14][C:15]1[CH:20]=[C:19]([CH3:21])[C:18]([Cl:22])=[C:17]([CH3:23])[CH:16]=1.[B:24]1([B:24]2[O:28][C:27]([CH3:30])([CH3:29])[C:26]([CH3:32])([CH3:31])[O:25]2)[O:28][C:27]([CH3:30])([CH3:29])[C:26]([CH3:32])([CH3:31])[O:25]1.C([O-])(=O)C.[K+]. (6) Given the product [C:1]([CH2:3][NH:4][C:5](=[O:35])[NH:6][C:7]1[CH:8]=[C:9]([C:13]2[C:14]3[C:21]([C:22]([O:24][CH2:25][CH3:26])=[O:23])=[CH:20][NH:19][C:15]=3[N:16]=[CH:17][N:18]=2)[CH:10]=[CH:11][CH:12]=1)#[N:2], predict the reactants needed to synthesize it. The reactants are: [C:1]([CH2:3][NH:4][C:5](=[O:35])[NH:6][C:7]1[CH:8]=[C:9]([C:13]2[C:14]3[C:21]([C:22]([O:24][CH2:25][CH3:26])=[O:23])=[CH:20][N:19](COCC[Si](C)(C)C)[C:15]=3[N:16]=[CH:17][N:18]=2)[CH:10]=[CH:11][CH:12]=1)#[N:2].CCCC[N+](CCCC)(CCCC)CCCC.[F-].C1COCC1. (7) The reactants are: Br[C:2]1[C:7](=[O:8])[N:6]2[CH:9]=[C:10]([CH3:13])[CH:11]=[CH:12][C:5]2=[N:4][C:3]=1[CH2:14][CH2:15][CH2:16][CH3:17].BrC1C(=O)N2C=CC=CC2=NC=1CCCC.[Cl:34][C:35]1[CH:40]=[CH:39][C:38](B(O)O)=[CH:37][CH:36]=1.COC1C=CC(B(O)O)=CC=1. Given the product [CH2:14]([C:3]1[N:4]=[C:5]2[CH:12]=[CH:11][C:10]([CH3:13])=[CH:9][N:6]2[C:7](=[O:8])[C:2]=1[C:38]1[CH:39]=[CH:40][C:35]([Cl:34])=[CH:36][CH:37]=1)[CH2:15][CH2:16][CH3:17], predict the reactants needed to synthesize it.